From a dataset of TCR-epitope binding with 47,182 pairs between 192 epitopes and 23,139 TCRs. Binary Classification. Given a T-cell receptor sequence (or CDR3 region) and an epitope sequence, predict whether binding occurs between them. (1) The epitope is QYDPVAALF. The TCR CDR3 sequence is CASSYSMGSNQPQHF. Result: 0 (the TCR does not bind to the epitope). (2) The epitope is KLVALGINAV. The TCR CDR3 sequence is CASSSPASDEQFF. Result: 0 (the TCR does not bind to the epitope). (3) The epitope is FLASKIGRLV. The TCR CDR3 sequence is CASSQERAGLWNSPLHF. Result: 0 (the TCR does not bind to the epitope). (4) The epitope is YIFFASFYY. The TCR CDR3 sequence is CASSLVTGGNEQYF. Result: 0 (the TCR does not bind to the epitope). (5) The epitope is FIAGLIAIV. The TCR CDR3 sequence is CASSRMTGGGTDTQYF. Result: 0 (the TCR does not bind to the epitope).